From a dataset of Forward reaction prediction with 1.9M reactions from USPTO patents (1976-2016). Predict the product of the given reaction. (1) Given the reactants [Br:1][C:2]1[C:3]([C:17]2[CH:22]=[CH:21][C:20]([C:23]([F:26])([F:25])[F:24])=[CH:19][CH:18]=2)=[N:4][N:5]([CH3:16])[C:6]=1[C:7](C)(C)[O:8][SiH2]C(C)(C)C.[F-].C([N+](CCCC)(CCCC)CCCC)CCC, predict the reaction product. The product is: [Br:1][C:2]1[C:3]([C:17]2[CH:22]=[CH:21][C:20]([C:23]([F:24])([F:26])[F:25])=[CH:19][CH:18]=2)=[N:4][N:5]([CH3:16])[C:6]=1[CH2:7][OH:8]. (2) Given the reactants [S:1]1[CH:5]=[CH:4][CH:3]=[C:2]1[CH2:6]C(O)=O.C([N:12]([CH2:15]C)CC)C.C1(P(N=[N+]=[N-])(C2C=CC=CC=2)=[O:24])C=CC=CC=1, predict the reaction product. The product is: [S:1]1[CH:5]=[CH:4][CH:3]=[C:2]1[CH2:6][N:12]=[C:15]=[O:24]. (3) Given the reactants S(=O)(=O)(O)O.[C:6]([OH:19])(=[O:18])[C:7]1[CH:17]=[C:14]([O:15][CH3:16])[C:12]([OH:13])=[C:9]([O:10][CH3:11])[CH:8]=1.[CH3:20]O, predict the reaction product. The product is: [OH:13][C:12]1[C:14]([O:15][CH3:16])=[CH:17][C:7]([C:6]([O:19][CH3:20])=[O:18])=[CH:8][C:9]=1[O:10][CH3:11]. (4) Given the reactants [Cl:1][C:2]1[CH:3]=[C:4]2[CH:10]=[N:9][NH:8][C:5]2=[N:6][CH:7]=1.[I:11]N1C(=O)CCC1=O, predict the reaction product. The product is: [Cl:1][C:2]1[CH:3]=[C:4]2[C:10]([I:11])=[N:9][NH:8][C:5]2=[N:6][CH:7]=1.